This data is from Full USPTO retrosynthesis dataset with 1.9M reactions from patents (1976-2016). The task is: Predict the reactants needed to synthesize the given product. (1) Given the product [CH3:1][C:2]1[S:6]/[C:5](=[N:7]\[S:32]([CH3:31])(=[O:34])=[O:33])/[N:4]([C:8]2[CH:21]=[CH:20][C:11]3[O:12][C:13]([F:19])([F:18])[C:14]([F:16])([F:17])[O:15][C:10]=3[CH:9]=2)[CH:3]=1, predict the reactants needed to synthesize it. The reactants are: [CH3:1][C:2]1[S:6][C:5](=[NH:7])[N:4]([C:8]2[CH:21]=[CH:20][C:11]3[O:12][C:13]([F:19])([F:18])[C:14]([F:17])([F:16])[O:15][C:10]=3[CH:9]=2)[CH:3]=1.C(N(C(C)C)CC)(C)C.[CH3:31][S:32](Cl)(=[O:34])=[O:33]. (2) Given the product [Br:12][CH2:11][C:10]1[NH:9][C:8]([C:13]2[S:14][CH:15]=[CH:16][N:17]=2)=[N:7][CH:6]([C:18]2[CH:23]=[CH:22][C:21]([Cl:26])=[CH:20][CH:19]=2)[C:5]=1[C:3]([O:2][CH3:1])=[O:4], predict the reactants needed to synthesize it. The reactants are: [CH3:1][O:2][C:3]([C:5]1[C@H:6]([C:18]2[CH:23]=[CH:22][C:21](F)=[CH:20][C:19]=2Cl)[N:7]=[C:8]([C:13]2[S:14][CH:15]=[CH:16][N:17]=2)[NH:9][C:10]=1[CH2:11][Br:12])=[O:4].[Cl:26]C1C=CC(C=O)=CC=1. (3) Given the product [CH3:1][S:2]([O:11][CH2:10][C:9]([CH3:13])([CH3:12])[CH2:8][O:7][CH3:6])(=[O:4])=[O:3], predict the reactants needed to synthesize it. The reactants are: [CH3:1][S:2](Cl)(=[O:4])=[O:3].[CH3:6][O:7][CH2:8][C:9]([CH3:13])([CH3:12])[CH2:10][OH:11].C(N(CC)C(C)C)(C)C. (4) Given the product [C:1]([O:5][CH:6]([C:11]1[C:12]([I:25])=[C:13]2[C:20]3[CH2:21][CH2:22][CH2:23][CH2:24][C:19]=3[S:18][C:14]2=[N:15][C:16]=1[CH3:17])[C:7]([OH:9])=[O:8])([CH3:4])([CH3:2])[CH3:3], predict the reactants needed to synthesize it. The reactants are: [C:1]([O:5][CH:6]([C:11]1[C:12]([I:25])=[C:13]2[C:20]3[CH2:21][CH2:22][CH2:23][CH2:24][C:19]=3[S:18][C:14]2=[N:15][C:16]=1[CH3:17])[C:7]([O:9]C)=[O:8])([CH3:4])([CH3:3])[CH3:2].[OH-].[Na+]. (5) The reactants are: [CH3:1][O:2][C:3]1[CH:12]=[C:11]2[C:6]([N:7]=[C:8]([N:14]3[CH2:18][CH2:17][CH2:16][C@@H:15]3[CH3:19])[C:9](=[O:13])[NH:10]2)=[CH:5][C:4]=1[C:20]([O:22][CH3:23])=[O:21].N1C=CC=CC=1.[O:30](S(C(F)(F)F)(=O)=O)[S:31]([C:34]([F:37])([F:36])[F:35])(=O)=[O:32]. Given the product [CH3:1][O:2][C:3]1[CH:12]=[C:11]2[C:6]([N:7]=[C:8]([N:14]3[CH2:18][CH2:17][CH2:16][C@@H:15]3[CH3:19])[C:9]([O:13][S:31]([C:34]([F:37])([F:36])[F:35])(=[O:32])=[O:30])=[N:10]2)=[CH:5][C:4]=1[C:20]([O:22][CH3:23])=[O:21], predict the reactants needed to synthesize it. (6) Given the product [C:1]([O:9][C@@H:10]1[CH2:18][C@@H:13]2[O:14][C:15](=[O:17])[CH2:16][C@@H:12]2[C@H:11]1/[CH:19]=[CH:20]/[C@H:21]([C:23]1[S:27][C:26]2[CH:28]=[CH:29][CH:30]=[CH:31][C:25]=2[CH:24]=1)[OH:22])(=[O:8])[C:2]1[CH:7]=[CH:6][CH:5]=[CH:4][CH:3]=1, predict the reactants needed to synthesize it. The reactants are: [C:1]([O:9][C@@H:10]1[CH2:18][C@@H:13]2[O:14][C:15](=[O:17])[CH2:16][C@@H:12]2[C@H:11]1/[CH:19]=[CH:20]/[C:21]([C:23]1[S:27][C:26]2[CH:28]=[CH:29][CH:30]=[CH:31][C:25]=2[CH:24]=1)=[O:22])(=[O:8])[C:2]1[CH:7]=[CH:6][CH:5]=[CH:4][CH:3]=1.[BH4-].[Na+]. (7) Given the product [Cl:13][C@@H:11]1[CH2:12][N:8]([C:6]([C@@H:54]([NH:53][C:46](=[O:48])[C:66]2[CH:70]=[CH:71][C:72]([C:73]3[N:74]=[C:75]([N:78]4[CH2:79][CH2:80][N:81]([CH3:84])[CH2:82][CH2:83]4)[S:76][CH:77]=3)=[C:64]([F:63])[CH:65]=2)[CH2:55][CH:56]([CH3:57])[CH3:58])=[O:7])[C@H:9]2[C@H:16]([OH:17])[CH2:15][O:14][C@H:10]12, predict the reactants needed to synthesize it. The reactants are: C(O[C:6]([N:8]1[CH2:12][C@@H:11]([Cl:13])[C@H:10]2[O:14][CH2:15][C@@H:16]([OH:17])[C@H:9]12)=[O:7])(C)(C)C.C(Cl)(=O)C.CN(C(ON1N=NC2C=CC=NC1=2)=[N+](C)C)C.F[P-](F)(F)(F)(F)F.[C:46]([NH:53][C@H:54](C(O)=O)[CH2:55][CH:56]([CH3:58])[CH3:57])([O:48]C(C)(C)C)=O.Cl.[F:63][C:64]1[CH:65]=[C:66]([CH:70]=[CH:71][C:72]=1[C:73]1[N:74]=[C:75]([N:78]2[CH2:83][CH2:82][N:81]([CH3:84])[CH2:80][CH2:79]2)[S:76][CH:77]=1)C(O)=O. (8) Given the product [CH3:1][O:2][C:3]1[CH:4]=[C:5]([O:21][C:22]2[CH:23]=[N:24][C:25]([CH2:28][O:29][CH3:30])=[CH:26][CH:27]=2)[CH:6]=[C:7]2[C:11]=1[NH:10][C:9]([C:12]1[S:13][CH:14]([CH2:17][C:18]([NH:34][CH3:32])=[O:19])[CH2:15][N:16]=1)=[CH:8]2, predict the reactants needed to synthesize it. The reactants are: [CH3:1][O:2][C:3]1[CH:4]=[C:5]([O:21][C:22]2[CH:23]=[N:24][C:25]([CH2:28][O:29][CH3:30])=[CH:26][CH:27]=2)[CH:6]=[C:7]2[C:11]=1[NH:10][C:9]([C:12]1[S:13][CH:14]([CH2:17][C:18](O)=[O:19])[CH2:15][N:16]=1)=[CH:8]2.Cl.[CH2:32]([N:34]=C=NCCCN(C)C)C.O.ON1C2C=CC=CC=2N=N1.[Cl-].C[NH3+]. (9) Given the product [C:20]1([CH3:26])[CH:25]=[CH:24][CH:23]=[C:22]([N:2]=[C:1]2[C:3]3[CH:8]=[CH:7][CH:6]=[CH:5][C:4]=3[O:9][C:17](=[O:18])[NH:16]2)[CH:21]=1, predict the reactants needed to synthesize it. The reactants are: [C:1]([C:3]1[CH:8]=[CH:7][CH:6]=[CH:5][C:4]=1[OH:9])#[N:2].C1(C)C=CC=C([N:16]=[C:17]=[O:18])C=1.[C:20]1([CH3:26])[CH:25]=[CH:24][CH:23]=[CH:22][CH:21]=1. (10) Given the product [CH3:15][N:6]1[C:5]2[CH:4]=[CH:3][C:2]([N:16]3[CH:20]=[CH:19][NH:18][CH2:17]3)=[CH:14][C:13]=2[C:12]2[C:7]1=[CH:8][CH:9]=[CH:10][CH:11]=2, predict the reactants needed to synthesize it. The reactants are: Br[C:2]1[CH:3]=[CH:4][C:5]2[N:6]([CH3:15])[C:7]3[C:12]([C:13]=2[CH:14]=1)=[CH:11][CH:10]=[CH:9][CH:8]=3.[NH:16]1[CH:20]=[CH:19][N:18]=[CH:17]1.C(=O)([O-])[O-].[K+].[K+].